Dataset: Reaction yield outcomes from USPTO patents with 853,638 reactions. Task: Predict the reaction yield, written as a fraction of the theoretical maximum amount of product (1.0 means a 100% yield; for example, 0.34 means a 34% yield). (1) The reactants are [CH3:1][O:2][C:3]1[C:4]([CH3:34])=[C:5]([C:25]([O:32][CH3:33])=[C:26]([O:30][CH3:31])[C:27]=1[O:28][CH3:29])[CH2:6][C:7]1[CH:8]=[CH:9][C:10]([C:17]2[CH:22]=[CH:21][C:20]([O:23][CH3:24])=[CH:19][CH:18]=2)=[C:11]([CH:16]=1)[C:12]([O:14]C)=[O:13]. The catalyst is [OH-].[Na+].O1CCOCC1.O. The product is [CH3:1][O:2][C:3]1[C:4]([CH3:34])=[C:5]([C:25]([O:32][CH3:33])=[C:26]([O:30][CH3:31])[C:27]=1[O:28][CH3:29])[CH2:6][C:7]1[CH:8]=[CH:9][C:10]([C:17]2[CH:18]=[CH:19][C:20]([O:23][CH3:24])=[CH:21][CH:22]=2)=[C:11]([CH:16]=1)[C:12]([OH:14])=[O:13]. The yield is 0.960. (2) The reactants are CS[CH2:3][O:4][C@H:5]1[CH2:10][CH2:9][C@H:8]([N:11]2[C:16](=[O:17])[C:15]([CH2:18][C:19]3[CH:24]=[CH:23][C:22]([C:25]4[C:26]([C:31]#[N:32])=[CH:27][CH:28]=[CH:29][CH:30]=4)=[CH:21][CH:20]=3)=[C:14]([CH2:33][CH2:34][CH3:35])[N:13]3[N:36]=[CH:37][N:38]=[C:12]23)[CH2:7][CH2:6]1.S(Cl)(Cl)(=O)=[O:40].[C:44]1([CH3:50])[CH:49]=[CH:48][CH:47]=CC=1. No catalyst specified. The product is [OH:40][C:44]1([CH2:3][O:4][C@H:5]2[CH2:10][CH2:9][C@H:8]([N:11]3[C:16](=[O:17])[C:15]([CH2:18][C:19]4[CH:24]=[CH:23][C:22]([C:25]5[C:26]([C:31]#[N:32])=[CH:27][CH:28]=[CH:29][CH:30]=5)=[CH:21][CH:20]=4)=[C:14]([CH2:33][CH2:34][CH3:35])[N:13]4[N:36]=[CH:37][N:38]=[C:12]34)[CH2:7][CH2:6]2)[CH2:49][CH2:48][CH2:47][CH2:50]1. The yield is 0.0240.